From a dataset of Reaction yield outcomes from USPTO patents with 853,638 reactions. Predict the reaction yield, written as a fraction of the theoretical maximum amount of product (1.0 means a 100% yield; for example, 0.34 means a 34% yield). The reactants are [H-].[Na+].[Cl:3][C:4]1[CH:5]=[C:6]([S:10]([NH:13][CH2:14][C:15]2[C:24]3[C:19](=[CH:20][CH:21]=[CH:22][CH:23]=3)[CH:18]=[CH:17][CH:16]=2)(=[O:12])=[O:11])[S:7][C:8]=1[Cl:9].[CH3:25][O:26][C:27]1[CH:34]=[CH:33][C:30]([CH2:31]Br)=[CH:29][CH:28]=1. The catalyst is CN(C=O)C.CCCC[N+](CCCC)(CCCC)CCCC.[I-]. The product is [Cl:3][C:4]1[CH:5]=[C:6]([S:10]([N:13]([CH2:31][C:30]2[CH:33]=[CH:34][C:27]([O:26][CH3:25])=[CH:28][CH:29]=2)[CH2:14][C:15]2[C:24]3[C:19](=[CH:20][CH:21]=[CH:22][CH:23]=3)[CH:18]=[CH:17][CH:16]=2)(=[O:11])=[O:12])[S:7][C:8]=1[Cl:9]. The yield is 0.910.